Dataset: Catalyst prediction with 721,799 reactions and 888 catalyst types from USPTO. Task: Predict which catalyst facilitates the given reaction. Reactant: [CH2:1]([N:8]1[CH:13]=[CH:12][CH:11]=[C:10]([O:14]C)[C:9]1=[O:16])[C:2]1[CH:7]=[CH:6][CH:5]=[CH:4][CH:3]=1.B(Br)(Br)Br. Product: [CH2:1]([N:8]1[CH:13]=[CH:12][CH:11]=[C:10]([OH:14])[C:9]1=[O:16])[C:2]1[CH:3]=[CH:4][CH:5]=[CH:6][CH:7]=1. The catalyst class is: 2.